This data is from Full USPTO retrosynthesis dataset with 1.9M reactions from patents (1976-2016). The task is: Predict the reactants needed to synthesize the given product. (1) Given the product [CH2:23]([NH:30][C:2]1[C:3]([CH3:22])=[C:4]([CH3:21])[C:5]2[O:9][C:8]([CH3:11])([CH3:10])[CH:7]([C:12]3[CH:17]=[CH:16][C:15]([CH3:18])=[CH:14][CH:13]=3)[C:6]=2[C:19]=1[CH3:20])[C:24]1[CH:29]=[CH:28][CH:27]=[CH:26][CH:25]=1, predict the reactants needed to synthesize it. The reactants are: Br[C:2]1[C:3]([CH3:22])=[C:4]([CH3:21])[C:5]2[O:9][C:8]([CH3:11])([CH3:10])[CH:7]([C:12]3[CH:17]=[CH:16][C:15]([CH3:18])=[CH:14][CH:13]=3)[C:6]=2[C:19]=1[CH3:20].[CH2:23]([NH2:30])[C:24]1[CH:29]=[CH:28][CH:27]=[CH:26][CH:25]=1.C(O[Na])(C)(C)C.Cl. (2) Given the product [CH3:1][C:16]1([C:19]([O:21][CH2:22][CH3:23])=[O:20])[CH2:15][CH2:14][N:13]([C:24]([O:26][C:27]([CH3:29])([CH3:28])[CH3:30])=[O:25])[CH2:18][CH2:17]1, predict the reactants needed to synthesize it. The reactants are: [CH2:1]([Li])CCC.C(NC(C)C)(C)C.[N:13]1([C:24]([O:26][C:27]([CH3:30])([CH3:29])[CH3:28])=[O:25])[CH2:18][CH2:17][CH:16]([C:19]([O:21][CH2:22][CH3:23])=[O:20])[CH2:15][CH2:14]1.CI. (3) Given the product [CH:1]1([N:5]2[CH2:6][CH2:7][C:8]3[CH:15]=[CH:14][C:13]([O:16][C:18]4[CH:19]=[CH:20][C:21]([C:24]#[N:25])=[N:22][CH:23]=4)=[CH:12][C:9]=3[CH2:10][CH2:11]2)[CH2:4][CH2:3][CH2:2]1, predict the reactants needed to synthesize it. The reactants are: [CH:1]1([N:5]2[CH2:11][CH2:10][C:9]3[CH:12]=[C:13]([OH:16])[CH:14]=[CH:15][C:8]=3[CH2:7][CH2:6]2)[CH2:4][CH2:3][CH2:2]1.I[C:18]1[CH:19]=[CH:20][C:21]([C:24]#[N:25])=[N:22][CH:23]=1. (4) Given the product [OH:1][CH:2]([C:4]1[N:8]=[CH:7][N:6]([C:9]2[N:10]=[CH:11][C:12]([O:23][CH3:24])=[C:13]3[C:17]([C:18](=[O:22])[C:19]([N:38]4[CH2:39][CH2:40][C:32]5[C:31]([C:26]6[CH:27]=[CH:28][CH:29]=[CH:30][N:25]=6)=[N:36][CH:35]=[N:34][C:33]=5[CH2:37]4)=[O:21])=[CH:16][NH:15][C:14]=23)[N:5]=1)[CH3:3], predict the reactants needed to synthesize it. The reactants are: [OH:1][CH:2]([C:4]1[N:8]=[CH:7][N:6]([C:9]2[N:10]=[CH:11][C:12]([O:23][CH3:24])=[C:13]3[C:17]([C:18](=[O:22])[C:19]([OH:21])=O)=[CH:16][NH:15][C:14]=23)[N:5]=1)[CH3:3].[N:25]1[CH:30]=[CH:29][CH:28]=[CH:27][C:26]=1[C:31]1[C:32]2[CH2:40][CH2:39][NH:38][CH2:37][C:33]=2[N:34]=[CH:35][N:36]=1.F[B-](F)(F)F.N1(OC(N(C)C)=[N+](C)C)C2C=CC=CC=2N=N1.C(N(CC)C(C)C)(C)C. (5) The reactants are: [NH:1]1[CH2:6][CH2:5][CH:4]([OH:7])[CH2:3][CH2:2]1.Cl[C:9]1[N:14]=[CH:13][C:12]([CH2:15][CH2:16][CH3:17])=[CH:11][N:10]=1.C([O-])([O-])=O.[K+].[K+].O. Given the product [CH2:15]([C:12]1[CH:11]=[N:10][C:9]([N:1]2[CH2:6][CH2:5][CH:4]([OH:7])[CH2:3][CH2:2]2)=[N:14][CH:13]=1)[CH2:16][CH3:17], predict the reactants needed to synthesize it. (6) Given the product [O:1]=[C:2]1[C:3]([C:4]([OH:6])=[O:5])=[CH:7][CH:8]=[CH:9][N:10]1[CH2:17][C:16]1[CH:19]=[CH:20][CH:21]=[CH:22][C:15]=1[C:14]([F:13])([F:23])[F:24], predict the reactants needed to synthesize it. The reactants are: [OH:1][C:2]1[N:10]=[CH:9][CH:8]=[CH:7][C:3]=1[C:4]([OH:6])=[O:5].[OH-].[Na+].[F:13][C:14]([F:24])([F:23])[C:15]1[CH:22]=[CH:21][CH:20]=[CH:19][C:16]=1[CH2:17]Br. (7) Given the product [OH:12][C:8]1([C:5]2[CH:6]=[CH:7][C:2]([C:40]3[N:63]([S:64]([C:67]4[CH:72]=[CH:71][CH:70]=[CH:69][CH:68]=4)(=[O:65])=[O:66])[C:43]4=[N:44][CH:45]=[CH:46][C:47]([C:48]5[CH:49]=[CH:50][C:51]([O:56][CH:57]6[CH2:62][CH2:61][O:60][CH2:59][CH2:58]6)=[C:52]([CH:55]=5)[C:53]#[N:54])=[C:42]4[CH:41]=3)=[CH:3][CH:4]=2)[CH2:11][O:10][CH2:9]1, predict the reactants needed to synthesize it. The reactants are: Br[C:2]1[CH:7]=[CH:6][C:5]([C:8]2([OH:12])[CH2:11][O:10][CH2:9]2)=[CH:4][CH:3]=1.B1(B2OC(C)(C)C(C)(C)O2)OC(C)(C)C(C)(C)O1.C([O-])(=O)C.[K+].ClCCl.I[C:40]1[N:63]([S:64]([C:67]2[CH:72]=[CH:71][CH:70]=[CH:69][CH:68]=2)(=[O:66])=[O:65])[C:43]2=[N:44][CH:45]=[CH:46][C:47]([C:48]3[CH:49]=[CH:50][C:51]([O:56][CH:57]4[CH2:62][CH2:61][O:60][CH2:59][CH2:58]4)=[C:52]([CH:55]=3)[C:53]#[N:54])=[C:42]2[CH:41]=1.C(=O)([O-])[O-].[Cs+].[Cs+]. (8) Given the product [Br:1][C:2]1[CH:3]=[CH:4][C:5]([C:8]2[N:9]=[C:10]([N:13]3[CH:14]([CH3:17])[CH2:15][O:16][C:18]3=[O:20])[S:11][CH:12]=2)=[CH:6][CH:7]=1, predict the reactants needed to synthesize it. The reactants are: [Br:1][C:2]1[CH:7]=[CH:6][C:5]([C:8]2[N:9]=[C:10]([NH:13][CH:14]([CH3:17])[CH2:15][OH:16])[S:11][CH:12]=2)=[CH:4][CH:3]=1.[C:18](OCC)(=[O:20])C. (9) Given the product [CH2:18]([NH:1][C:2]1[CH:13]=[C:12]([C:14]([F:15])([F:16])[F:17])[CH:11]=[CH:10][C:3]=1[C:4]([N:6]([O:8][CH3:9])[CH3:7])=[O:5])[CH3:19], predict the reactants needed to synthesize it. The reactants are: [NH2:1][C:2]1[CH:13]=[C:12]([C:14]([F:17])([F:16])[F:15])[CH:11]=[CH:10][C:3]=1[C:4]([N:6]([O:8][CH3:9])[CH3:7])=[O:5].[CH:18](=O)[CH3:19].C(O[BH3-])(=O)C.[Na+].